This data is from Catalyst prediction with 721,799 reactions and 888 catalyst types from USPTO. The task is: Predict which catalyst facilitates the given reaction. Reactant: C[C:2]1(C)[CH:6]2[CH2:7][CH2:8][C:3]1(CS(O)(=O)=O)[C:4](=O)[CH2:5]2.C(O[C:19]([C@H:21]1[C@@H:26]([NH2:27])[C@@H:25]2[CH2:28][C@H:22]1[CH2:23][CH2:24]2)=[O:20])C.C1(CCOS(C2C=CC(C)=CC=2)(=O)=O)CCCC1.[I-].[K+].[CH3:49][S:50]([NH:53][CH2:54][C:55]1[C:63]2[S:62](=[O:65])(=[O:64])[N:61]=[C:60]([CH2:66][C:67](O)=[O:68])[NH:59][C:58]=2[S:57][CH:56]=1)(=[O:52])=[O:51].Cl.CN(C)CCCN=C=NCC.C(N(CC)CC)C. Product: [CH:3]1([CH2:4][CH2:5][N:27]2[C:67](=[O:68])[C:66]([C:60]3[NH:59][C:58]4[S:57][CH:56]=[C:55]([CH2:54][NH:53][S:50]([CH3:49])(=[O:51])=[O:52])[C:63]=4[S:62](=[O:65])(=[O:64])[N:61]=3)=[C:19]([OH:20])[C@H:21]3[C@@H:26]2[C@H:25]2[CH2:28][C@@H:22]3[CH2:23][CH2:24]2)[CH2:2][CH2:6][CH2:7][CH2:8]1. The catalyst class is: 9.